This data is from Reaction yield outcomes from USPTO patents with 853,638 reactions. The task is: Predict the reaction yield, written as a fraction of the theoretical maximum amount of product (1.0 means a 100% yield; for example, 0.34 means a 34% yield). The reactants are [NH2:1][C:2]1[C:11]2[C:6](=[C:7](Br)[CH:8]=[CH:9][CH:10]=2)[N:5]=[N:4][C:3]=1[C:13]([NH:15][CH:16]1[CH2:18][CH2:17]1)=[O:14].[CH3:19][O:20][C:21]1[CH:26]=[CH:25][C:24]([CH3:27])=[CH:23][C:22]=1B(O)O. No catalyst specified. The product is [NH2:1][C:2]1[C:11]2[C:6](=[C:7]([C:22]3[CH:23]=[C:24]([CH3:27])[CH:25]=[CH:26][C:21]=3[O:20][CH3:19])[CH:8]=[CH:9][CH:10]=2)[N:5]=[N:4][C:3]=1[C:13]([NH:15][CH:16]1[CH2:18][CH2:17]1)=[O:14]. The yield is 0.740.